Dataset: Forward reaction prediction with 1.9M reactions from USPTO patents (1976-2016). Task: Predict the product of the given reaction. (1) Given the reactants [Br:1][C:2]1[C:3]([CH3:11])=[C:4]([C:7]([OH:10])=[CH:8][CH:9]=1)[CH:5]=O.C(=O)([O-])[O-].[K+].[K+].[C:18]([O:21][CH2:22][CH3:23])(=[O:20])[CH3:19].CCCCCC, predict the reaction product. The product is: [CH2:22]([O:21][C:18]([C:19]1[O:10][C:7]2[CH:8]=[CH:9][C:2]([Br:1])=[C:3]([CH3:11])[C:4]=2[CH:5]=1)=[O:20])[CH3:23]. (2) Given the reactants C(OC([NH:8]C1C=C(C(OC)=O)C=CC=1B(O)O)=O)(C)(C)C.Br[C:23]1[C:24]([C:29]#[N:30])=[N:25][CH:26]=[CH:27][CH:28]=1.[C:31](=[O:34])([O-])[O-].[Na+].[Na+].[C:37]1([CH3:43])C=C[CH:40]=[CH:39][CH:38]=1.[CH2:44]([OH:46])[CH3:45], predict the reaction product. The product is: [NH2:8][C:29]1[C:24]2[N:25]=[CH:26][CH:27]=[CH:28][C:23]=2[C:38]2[CH:39]=[CH:40][C:45]([C:44]([O:34][CH3:31])=[O:46])=[CH:43][C:37]=2[N:30]=1. (3) Given the reactants [N+](CCCC)(CCCC)(CCCC)CCCC.[F-].[F:19][C:20]([F:51])([F:50])[C:21]1[CH:22]=[C:23]([NH:27][C:28]([C:30]2[C:34]3[CH:35]=[CH:36][C:37]([O:39][Si](C(C)C)(C(C)C)C(C)C)=[CH:38][C:33]=3[O:32][N:31]=2)=[O:29])[CH:24]=[CH:25][CH:26]=1, predict the reaction product. The product is: [F:51][C:20]([F:19])([F:50])[C:21]1[CH:22]=[C:23]([NH:27][C:28]([C:30]2[C:34]3[CH:35]=[CH:36][C:37]([OH:39])=[CH:38][C:33]=3[O:32][N:31]=2)=[O:29])[CH:24]=[CH:25][CH:26]=1. (4) Given the reactants [F:1][C:2]1[CH:7]=[CH:6][CH:5]=[C:4]([F:8])[C:3]=1[N:9]1[C:14]2[N:15]=[C:16]([S:34][CH3:35])[N:17]=[C:18]([C:19]3[CH:20]=[C:21]([CH:30]=[CH:31][C:32]=3[CH3:33])[C:22]([NH:24][C:25]3[S:26][CH:27]=[CH:28][N:29]=3)=[O:23])[C:13]=2[CH:12]=[CH:11][C:10]1=[O:36].C1C=C(Cl)C=C(C(OO)=[O:45])C=1.CCOC(C)=O.CCCCCC, predict the reaction product. The product is: [F:8][C:4]1[CH:5]=[CH:6][CH:7]=[C:2]([F:1])[C:3]=1[N:9]1[C:14]2[N:15]=[C:16]([S:34]([CH3:35])=[O:45])[N:17]=[C:18]([C:19]3[CH:20]=[C:21]([CH:30]=[CH:31][C:32]=3[CH3:33])[C:22]([NH:24][C:25]3[S:26][CH:27]=[CH:28][N:29]=3)=[O:23])[C:13]=2[CH:12]=[CH:11][C:10]1=[O:36]. (5) Given the reactants O=C1CCCCN1C1CCN(CC2[C:16]([C:28]3[CH:33]=[CH:32][CH:31]=[CH:30][CH:29]=3)=[N:17][C:18]3[C:23]([C:24]=2[C:25]([OH:27])=O)=[CH:22][CH:21]=[CH:20][CH:19]=3)CC1.[CH2:34]([N:36]([CH2:39][CH3:40])[CH2:37][CH3:38])[CH3:35].[CH3:41][N:42]([C:44]([O:48]N1N=NC2C=CC=CC1=2)=[N+](C)C)C.F[P-](F)(F)(F)(F)F.[C:65]1([C@@H:71]([NH2:74])[CH2:72]C)[CH:70]=[CH:69][CH:68]=[CH:67][CH:66]=1.[CH3:75][CH:76]=[C:77]([CH3:79])C, predict the reaction product. The product is: [C:65]1([C@@H:71]([NH:74][C:25]([C:24]2[C:23]3[C:18](=[CH:19][CH:20]=[CH:21][CH:22]=3)[N:17]=[C:16]([C:28]3[CH:29]=[CH:30][CH:31]=[CH:32][CH:33]=3)[C:35]=2[CH2:34][N:36]2[CH2:39][CH2:40][CH:41]([N:42]3[CH2:75][CH2:76][CH2:77][CH2:79][C:44]3=[O:48])[CH2:38][CH2:37]2)=[O:27])[CH3:72])[CH:66]=[CH:67][CH:68]=[CH:69][CH:70]=1. (6) Given the reactants [Br:1][C:2]1[C:3](Cl)=[N:4][C:5](Cl)=[N:6][CH:7]=1.[F:10][C:11]([F:17])([F:16])[CH2:12][CH2:13][CH2:14][OH:15].[F:18][C:19]([F:25])([F:24])S(O)(=O)=O, predict the reaction product. The product is: [Br:1][C:2]1[C:3]([O:15][CH2:14][CH2:13][CH2:12][C:19]([F:25])([F:24])[F:18])=[N:4][C:5]([O:15][CH2:14][CH2:13][CH2:12][C:11]([F:17])([F:16])[F:10])=[N:6][CH:7]=1. (7) Given the reactants [OH:1][C:2]1([CH3:15])[CH2:7][CH2:6][N:5](C(OC(C)(C)C)=O)[CH2:4][CH2:3]1.[ClH:16], predict the reaction product. The product is: [ClH:16].[CH3:15][C:2]1([OH:1])[CH2:7][CH2:6][NH:5][CH2:4][CH2:3]1. (8) Given the reactants [CH3:1][O:2][C:3](=[O:9])[CH2:4][S:5](Cl)(=[O:7])=[O:6].[NH:10]1[CH2:15][CH2:14][O:13][CH2:12][CH2:11]1, predict the reaction product. The product is: [CH3:1][O:2][C:3](=[O:9])[CH2:4][S:5]([N:10]1[CH2:15][CH2:14][O:13][CH2:12][CH2:11]1)(=[O:7])=[O:6]. (9) Given the reactants [CH3:1][O:2][C:3]([CH2:5][N:6]1[C:14]2[CH:13]=[CH:12][CH:11]=[CH:10][C:9]=2[C:8]2[CH2:15][N:16](C(OC(C)(C)C)=O)[CH2:17][CH2:18][C:7]1=2)=[O:4].[ClH:26], predict the reaction product. The product is: [ClH:26].[CH3:1][O:2][C:3]([CH2:5][N:6]1[C:14]2[CH:13]=[CH:12][CH:11]=[CH:10][C:9]=2[C:8]2[CH2:15][NH:16][CH2:17][CH2:18][C:7]1=2)=[O:4].[ClH:26].